Dataset: Full USPTO retrosynthesis dataset with 1.9M reactions from patents (1976-2016). Task: Predict the reactants needed to synthesize the given product. (1) The reactants are: I[C:2]1[CH:3]=[N:4][CH:5]=[CH:6][CH:7]=1.[F:8][CH:9]([F:19])[O:10][C:11]1[CH:16]=[CH:15][C:14]([C:17]#[CH:18])=[CH:13][CH:12]=1. Given the product [F:8][CH:9]([F:19])[O:10][C:11]1[CH:16]=[CH:15][C:14]([C:17]#[C:18][C:2]2[CH:3]=[N:4][CH:5]=[CH:6][CH:7]=2)=[CH:13][CH:12]=1, predict the reactants needed to synthesize it. (2) Given the product [C:17]([NH:27][CH2:28][C:29](=[O:35])[CH2:30][CH2:31][C:32]([O:34][CH2:2][CH2:3][CH2:4][CH2:5][CH2:6][C:7]([O:9][CH2:10][C:11]1[CH:16]=[CH:15][CH:14]=[CH:13][CH:12]=1)=[O:8])=[O:33])([O:19][CH2:20][C:21]1[CH:26]=[CH:25][CH:24]=[CH:23][CH:22]=1)=[O:18], predict the reactants needed to synthesize it. The reactants are: Br[CH2:2][CH2:3][CH2:4][CH2:5][CH2:6][C:7]([O:9][CH2:10][C:11]1[CH:16]=[CH:15][CH:14]=[CH:13][CH:12]=1)=[O:8].[C:17]([NH:27][CH2:28][C:29](=[O:35])[CH2:30][CH2:31][C:32]([O-:34])=[O:33])([O:19][CH2:20][C:21]1[CH:26]=[CH:25][CH:24]=[CH:23][CH:22]=1)=[O:18].[Cs+]. (3) Given the product [N:18]1([C:6]2[N:5]=[C:4]([CH:1]3[CH2:2][CH2:3]3)[N:9]=[C:8]([N:10]3[CH2:16][CH2:15][CH2:14][CH2:13][CH2:12][CH2:11]3)[C:7]=2[CH3:17])[CH2:21][CH2:20][CH2:19]1, predict the reactants needed to synthesize it. The reactants are: [CH:1]1([C:4]2[N:9]=[C:8]([N:10]3[CH2:16][CH2:15][CH2:14][CH2:13][CH2:12][CH2:11]3)[C:7]([CH3:17])=[C:6]([N:18]3[CH2:21][CH:20](C)[CH2:19]3)[N:5]=2)[CH2:3][CH2:2]1.N1(C2N=C(C3CC3)N=C(N3CC(O)C3)C=2C)CCCCCC1.C1(C2N=C(N3CCCCCC3)C=C(N3CC(C)C3)N=2)CC1.N1(C2N=C(C3CC3)N=C(N3CCCCCC3)C=2)CCC1.C1(C2N=C(N3CCCCCC3)C(C)=C(N3CC(F)C3)N=2)CC1. (4) Given the product [CH3:25][CH:24]([CH3:26])[CH2:23][CH:22]([NH:21][C:20](=[O:34])[C:11]1[CH:10]=[C:9]([CH2:8][O:1][C:2]2[CH:3]=[CH:4][CH:5]=[CH:6][CH:7]=2)[CH:14]=[CH:13][C:12]=1[CH2:15][CH2:16][C:17]#[N:19])[C:27]1[CH:28]=[CH:29][C:30]([F:33])=[CH:31][CH:32]=1, predict the reactants needed to synthesize it. The reactants are: [O:1]([CH2:8][C:9]1[CH:14]=[CH:13][C:12]([CH2:15][CH2:16][C:17]([NH2:19])=O)=[C:11]([C:20](=[O:34])[NH:21][CH:22]([C:27]2[CH:32]=[CH:31][C:30]([F:33])=[CH:29][CH:28]=2)[CH2:23][CH:24]([CH3:26])[CH3:25])[CH:10]=1)[C:2]1[CH:7]=[CH:6][CH:5]=[CH:4][CH:3]=1.N1C=CC=CC=1.FC(F)(F)S(OS(C(F)(F)F)(=O)=O)(=O)=O.O. (5) Given the product [F:1][C:2]1[C:11]([O:12][CH:13]2[CH2:18][CH2:17][CH2:16][CH2:15][O:14]2)=[CH:10][CH:9]=[C:8]2[C:3]=1[C:4]([CH3:34])([OH:33])[CH:5]([C:26]1[CH:31]=[CH:30][C:29]([F:32])=[CH:28][CH:27]=1)[CH:6]([C:19]1[CH:24]=[CH:23][C:22]([I:25])=[CH:21][CH:20]=1)[O:7]2, predict the reactants needed to synthesize it. The reactants are: [F:1][C:2]1[C:11]([O:12][CH:13]2[CH2:18][CH2:17][CH2:16][CH2:15][O:14]2)=[CH:10][CH:9]=[C:8]2[C:3]=1[C:4](=[O:33])[CH:5]([C:26]1[CH:31]=[CH:30][C:29]([F:32])=[CH:28][CH:27]=1)[CH:6]([C:19]1[CH:24]=[CH:23][C:22]([I:25])=[CH:21][CH:20]=1)[O:7]2.[CH3:34][Mg]Cl.